Dataset: Cav3 T-type calcium channel HTS with 100,875 compounds. Task: Binary Classification. Given a drug SMILES string, predict its activity (active/inactive) in a high-throughput screening assay against a specified biological target. (1) The drug is S\1CCN(C(=O)NC2CCCCC2)C1=N/c1ccccc1. The result is 1 (active). (2) The molecule is s1c(Nc2nc(ccc2)C)nc(c2ncccc2)c1. The result is 1 (active). (3) The compound is O(C(=O)C1CCCN(C1)c1nc2c(nc1C(C(=O)NCc1ccccc1)C#N)cccc2)CC. The result is 0 (inactive).